From a dataset of Catalyst prediction with 721,799 reactions and 888 catalyst types from USPTO. Predict which catalyst facilitates the given reaction. Reactant: [CH2:1](Br)[C:2]1[CH:7]=[CH:6][CH:5]=[CH:4][CH:3]=1.[CH:9]([C:11]1[CH:19]=[C:15]([C:16]([OH:18])=[O:17])[C:14]([OH:20])=[CH:13][CH:12]=1)=[O:10].C(=O)([O-])[O-].[Cs+].[Cs+]. Product: [CH2:1]([O:20][C:14]1[CH:13]=[CH:12][C:11]([CH:9]=[O:10])=[CH:19][C:15]=1[C:16]([O:18][CH2:1][C:2]1[CH:7]=[CH:6][CH:5]=[CH:4][CH:3]=1)=[O:17])[C:2]1[CH:7]=[CH:6][CH:5]=[CH:4][CH:3]=1. The catalyst class is: 9.